This data is from Reaction yield outcomes from USPTO patents with 853,638 reactions. The task is: Predict the reaction yield, written as a fraction of the theoretical maximum amount of product (1.0 means a 100% yield; for example, 0.34 means a 34% yield). (1) The reactants are [Br:1][C:2]1[CH:15]=[CH:14][C:5]2[N:6]=[C:7]([CH2:9][C:10]([NH:12][NH2:13])=[O:11])[S:8][C:4]=2[CH:3]=1.[CH3:16][C:17]1([CH2:24][C:25](O)=O)[C:21](=[O:22])[NH:20][C:19](=[O:23])[NH:18]1.C(P1(=O)OP(CCC)(=O)OP(CCC)(=O)O1)CC.CCN(C(C)C)C(C)C. The catalyst is O1CCOCC1.C(Cl)Cl. The product is [Br:1][C:2]1[CH:15]=[CH:14][C:5]2[N:6]=[C:7]([CH2:9][C:10]3[O:11][C:25]([CH2:24][C:17]4([CH3:16])[NH:18][C:19](=[O:23])[NH:20][C:21]4=[O:22])=[N:13][N:12]=3)[S:8][C:4]=2[CH:3]=1. The yield is 0.550. (2) The product is [C:1]([C:4]1[CH:12]=[CH:11][C:7]([C:8]([O:10][CH3:16])=[O:9])=[CH:6][C:5]=1[Br:13])(=[O:3])[CH3:2]. The yield is 0.980. The reactants are [C:1]([C:4]1[CH:12]=[CH:11][C:7]([C:8]([OH:10])=[O:9])=[CH:6][C:5]=1[Br:13])(=[O:3])[CH3:2].CI.[C:16](=O)([O-])[O-].[K+].[K+].O. The catalyst is CN(C)C=O. (3) The reactants are [F:1][C:2]1[CH:36]=[CH:35][C:5]([CH2:6][N:7]2[C:19](=[O:20])[C:18]3[C:17]([O:21][Si:22]([CH:29]([CH3:31])[CH3:30])([CH:26]([CH3:28])[CH3:27])[CH:23]([CH3:25])[CH3:24])=[C:16]4[C:11]([CH:12]=[CH:13][CH:14]=[N:15]4)=[C:10]([O:32][CH3:33])[C:9]=3[C:8]2=[O:34])=[CH:4][CH:3]=1.[C:37]1([Mg]Br)[CH:42]=[CH:41][CH:40]=[CH:39][CH:38]=1.CCOCC. The catalyst is C1COCC1.CCOC(C)=O. The product is [F:1][C:2]1[CH:3]=[CH:4][C:5]([CH2:6][N:7]2[C:19](=[O:20])[C:18]3[C:17]([O:21][Si:22]([CH:29]([CH3:30])[CH3:31])([CH:26]([CH3:27])[CH3:28])[CH:23]([CH3:25])[CH3:24])=[C:16]4[C:11]([CH:12]=[CH:13][CH:14]=[N:15]4)=[C:10]([O:32][CH3:33])[C:9]=3[C:8]2([OH:34])[C:37]2[CH:42]=[CH:41][CH:40]=[CH:39][CH:38]=2)=[CH:35][CH:36]=1. The yield is 0.800. (4) The reactants are [NH2:1][CH:2]1[CH2:22][C:5]2[N:6]([CH2:15][C:16]3[CH:21]=[CH:20][CH:19]=[CH:18][N:17]=3)[C:7]3[CH:8]=[CH:9][C:10]([C:13]#[N:14])=[CH:11][C:12]=3[C:4]=2[CH2:3]1.C(N(C(C)C)CC)(C)C.[CH:32]([O:35][C:36](Cl)=[O:37])([CH3:34])[CH3:33]. The catalyst is ClCCl.C(OCC)(=O)C. The product is [CH:32]([O:35][C:36](=[O:37])[NH:1][CH:2]1[CH2:22][C:5]2[N:6]([CH2:15][C:16]3[CH:21]=[CH:20][CH:19]=[CH:18][N:17]=3)[C:7]3[CH:8]=[CH:9][C:10]([C:13]#[N:14])=[CH:11][C:12]=3[C:4]=2[CH2:3]1)([CH3:34])[CH3:33]. The yield is 0.820. (5) The reactants are [CH3:1][O:2][C:3]1[CH:4]=[C:5]2[C:10](=[CH:11][CH:12]=1)[NH:9][CH2:8][CH2:7][CH2:6]2.[Br-:13].[Br-].[Br-].[NH+]1C=CC=CC=1.[NH+]1C=CC=CC=1.[NH+]1C=CC=CC=1. The catalyst is C(Cl)Cl. The product is [Br:13][C:11]1[CH:12]=[C:3]([O:2][CH3:1])[CH:4]=[C:5]2[C:10]=1[NH:9][CH2:8][CH2:7][CH2:6]2. The yield is 0.320.